This data is from Full USPTO retrosynthesis dataset with 1.9M reactions from patents (1976-2016). The task is: Predict the reactants needed to synthesize the given product. (1) Given the product [C:1]1(=[O:13])[CH2:12][CH2:11][CH2:10][CH2:9][CH2:8][CH2:7][CH2:6][CH2:5][CH2:4][CH2:3][CH2:2]1.[CH:24]1([OH:25])[CH2:23][CH2:18][CH2:19][CH2:20][CH2:21][CH2:22][CH2:11][CH2:12][CH2:1][CH2:2][CH2:3]1.[C:26]([O:29][CH:1]1[CH2:12][CH2:11][CH2:10][CH2:9][CH2:8][CH2:7][CH2:6][CH2:5][CH2:4][CH2:3][CH2:2]1)(=[O:28])[CH3:27], predict the reactants needed to synthesize it. The reactants are: [CH2:1]1[CH2:12][CH2:11][CH2:10][CH2:9][CH2:8][CH2:7][CH2:6][CH2:5][CH2:4][CH2:3][CH2:2]1.[OH:13]N1[C:24](=[O:25])[C:23]2[C:18](=[CH:19][CH:20]=[CH:21][CH:22]=2)S1(=O)=O.[C:26]([OH:29])(=[O:28])[CH3:27]. (2) Given the product [CH:24]1([N:27]2[CH2:28][CH2:29][CH:30]([C:33]([NH:16][NH:15][C:13]([C:9]3[CH:10]=[C:11]([Cl:12])[C:2]([NH2:1])=[C:3]4[C:8]=3[O:7][CH2:6][CH2:5][CH2:4]4)=[O:14])=[O:34])[CH2:31][CH2:32]2)[CH2:26][CH2:25]1, predict the reactants needed to synthesize it. The reactants are: [NH2:1][C:2]1[C:11]([Cl:12])=[CH:10][C:9]([C:13]([NH:15][NH2:16])=[O:14])=[C:8]2[C:3]=1[CH2:4][CH2:5][CH2:6][O:7]2.C(N(CC)CC)C.[CH:24]1([N:27]2[CH2:32][CH2:31][CH:30]([C:33](Cl)=[O:34])[CH2:29][CH2:28]2)[CH2:26][CH2:25]1. (3) Given the product [CH2:1]([O:4][C:5]1[CH:14]=[CH:13][C:8]([C:9]([NH:11][OH:12])=[NH:10])=[CH:7][C:6]=1[O:17][CH3:18])[CH:2]=[CH2:3], predict the reactants needed to synthesize it. The reactants are: [CH2:1]([O:4][C:5]1[C:14](C)=[CH:13][C:8]([C:9]([NH:11][OH:12])=[NH:10])=[CH:7][C:6]=1C)[CH:2]=[CH2:3].[OH:17][C:18]1C=CC(C#N)=CC=1OC. (4) The reactants are: [C:1]([O:5][C:6](=[O:35])[NH:7][C@H:8]1[CH2:12][CH2:11][C@H:10]([NH:13][C:14]2[C:19]([N+:20]([O-])=O)=[CH:18][N:17]=[C:16]3[N:23]([S:26]([C:29]4[CH:34]=[CH:33][CH:32]=[CH:31][CH:30]=4)(=[O:28])=[O:27])[CH:24]=[CH:25][C:15]=23)[CH2:9]1)([CH3:4])([CH3:3])[CH3:2]. Given the product [C:1]([O:5][C:6](=[O:35])[NH:7][C@H:8]1[CH2:12][CH2:11][C@H:10]([NH:13][C:14]2[C:19]([NH2:20])=[CH:18][N:17]=[C:16]3[N:23]([S:26]([C:29]4[CH:34]=[CH:33][CH:32]=[CH:31][CH:30]=4)(=[O:28])=[O:27])[CH:24]=[CH:25][C:15]=23)[CH2:9]1)([CH3:4])([CH3:2])[CH3:3], predict the reactants needed to synthesize it. (5) Given the product [C:23]([C:22]1[CH:25]=[CH:26][C:27]([O:28][CH3:29])=[C:20]([NH:19][C:2]2[CH:3]=[C:4]([NH:13][CH2:14][C:15]([F:18])([F:17])[F:16])[C:5]3[N:6]([C:8]([C:11]#[N:12])=[CH:9][N:10]=3)[N:7]=2)[CH:21]=1)#[N:24], predict the reactants needed to synthesize it. The reactants are: Cl[C:2]1[CH:3]=[C:4]([NH:13][CH2:14][C:15]([F:18])([F:17])[F:16])[C:5]2[N:6]([C:8]([C:11]#[N:12])=[CH:9][N:10]=2)[N:7]=1.[NH2:19][C:20]1[CH:21]=[C:22]([CH:25]=[CH:26][C:27]=1[O:28][CH3:29])[C:23]#[N:24].CC(C)([O-])C.[Na+].C(O)(C(F)(F)F)=O. (6) Given the product [N:11]12[CH2:16][CH2:15][CH:14]([CH2:13][CH2:12]1)[C@@H:9]([O:8][C:5]1[N:4]=[CH:3][C:2]([C:23]3[CH:22]=[CH:21][CH:20]=[CH:19][C:18]=3[NH2:17])=[CH:7][N:6]=1)[CH2:10]2, predict the reactants needed to synthesize it. The reactants are: Br[C:2]1[CH:3]=[N:4][C:5]([O:8][C@@H:9]2[CH:14]3[CH2:15][CH2:16][N:11]([CH2:12][CH2:13]3)[CH2:10]2)=[N:6][CH:7]=1.[NH2:17][C:18]1[CH:19]=[C:20](B(O)O)[CH:21]=[CH:22][CH:23]=1. (7) Given the product [Cl:1][C:2]1[C:3]([C:47]2[CH:46]=[CH:45][CH:44]=[C:43]([CH3:48])[CH:42]=2)=[C:4]([C@@:8]([OH:23])([CH:17]2[CH2:22][CH2:21][CH2:20][NH:19][CH2:18]2)[CH2:9][CH2:10][CH2:11][NH:12][C:13](=[O:16])[O:14][CH3:15])[CH:5]=[CH:6][CH:7]=1, predict the reactants needed to synthesize it. The reactants are: [Cl:1][C:2]1[C:3](OC2C=CC=CC=2CC)=[C:4]([C@@:8]([OH:23])([C@@H:17]2[CH2:22][CH2:21][CH2:20][NH:19][CH2:18]2)[CH2:9][CH2:10][CH2:11][NH:12][C:13](=[O:16])[O:14][CH3:15])[CH:5]=[CH:6][CH:7]=1.BrC1C=CC=C(Cl)C=1O[C:42]1[CH:47]=[CH:46][CH:45]=[CH:44][C:43]=1[CH2:48]C.